Dataset: Catalyst prediction with 721,799 reactions and 888 catalyst types from USPTO. Task: Predict which catalyst facilitates the given reaction. Reactant: O=C1C2C(=CC=CC=2)C(=O)[N:3]1[CH2:12][C@@H:13]([NH:22][C:23]([C:25]1[S:29][C:28]([C:30]2[N:34]([CH3:35])[N:33]=[CH:32][CH:31]=2)=[N:27][CH:26]=1)=[O:24])[CH2:14][C:15]1[CH:20]=[CH:19][CH:18]=[C:17]([F:21])[CH:16]=1.NN. Product: [NH2:3][CH2:12][C@@H:13]([NH:22][C:23]([C:25]1[S:29][C:28]([C:30]2[N:34]([CH3:35])[N:33]=[CH:32][CH:31]=2)=[N:27][CH:26]=1)=[O:24])[CH2:14][C:15]1[CH:20]=[CH:19][CH:18]=[C:17]([F:21])[CH:16]=1. The catalyst class is: 36.